Predict which catalyst facilitates the given reaction. From a dataset of Catalyst prediction with 721,799 reactions and 888 catalyst types from USPTO. (1) Reactant: C([S:9][CH:10]([CH2:34][C:35]1[CH:40]=[CH:39][CH:38]=[CH:37][CH:36]=1)[C:11]([NH:13][CH:14]1[C:20](=[O:21])[N:19]([CH:22]([CH2:26][CH:27]([CH3:29])[CH3:28])[C:23]([OH:25])=[O:24])[CH2:18][C:17]2[CH:30]=[CH:31][CH:32]=[CH:33][C:16]=2[CH2:15]1)=[O:12])(=O)C1C=CC=CC=1.Cl. Product: [SH:9][CH:10]([CH2:34][C:35]1[CH:36]=[CH:37][CH:38]=[CH:39][CH:40]=1)[C:11]([NH:13][CH:14]1[C:20](=[O:21])[N:19]([CH:22]([CH2:26][CH:27]([CH3:29])[CH3:28])[C:23]([OH:25])=[O:24])[CH2:18][C:17]2[CH:30]=[CH:31][CH:32]=[CH:33][C:16]=2[CH2:15]1)=[O:12]. The catalyst class is: 5. (2) Reactant: [OH:1][CH2:2][C:3]1[CH:4]=[C:5]([C:9]2[N:10]=[C:11]([N:22]3[CH2:27][CH2:26][O:25][CH2:24][CH2:23]3)[C:12]3[N:17]=[N:16][N:15]([CH2:18][C:19]([OH:21])=O)[C:13]=3[N:14]=2)[CH:6]=[CH:7][CH:8]=1.CCN=C=NCCCN(C)C.[NH2:39][C:40]1[CH:41]=[N:42][CH:43]=[CH:44][CH:45]=1. Product: [OH:1][CH2:2][C:3]1[CH:4]=[C:5]([C:9]2[N:10]=[C:11]([N:22]3[CH2:23][CH2:24][O:25][CH2:26][CH2:27]3)[C:12]3[N:17]=[N:16][N:15]([CH2:18][C:19]([NH:39][C:40]4[CH:41]=[N:42][CH:43]=[CH:44][CH:45]=4)=[O:21])[C:13]=3[N:14]=2)[CH:6]=[CH:7][CH:8]=1. The catalyst class is: 10. (3) Reactant: [CH:1]([N:14]1[CH2:17][CH:16](O)[CH2:15]1)([C:8]1[CH:13]=[CH:12][CH:11]=[CH:10][CH:9]=1)[C:2]1[CH:7]=[CH:6][CH:5]=[CH:4][CH:3]=1.[C:19]1([CH3:29])[CH:24]=[CH:23][C:22]([S:25](Cl)(=[O:27])=[O:26])=[CH:21][CH:20]=1. Product: [CH:1]([N:14]1[CH2:17][CH:16]([S:25]([C:22]2[CH:23]=[CH:24][C:19]([CH3:29])=[CH:20][CH:21]=2)(=[O:27])=[O:26])[CH2:15]1)([C:8]1[CH:13]=[CH:12][CH:11]=[CH:10][CH:9]=1)[C:2]1[CH:7]=[CH:6][CH:5]=[CH:4][CH:3]=1. The catalyst class is: 383. (4) Reactant: [CH2:1]([O:4][C:5]([O:7][CH2:8][C:9]1[CH:17]=[CH:16][CH:15]=[CH:14][C:10]=1[C:11](O)=[O:12])=[O:6])[CH:2]=[CH2:3].CN(C)C=O.C(Cl)(=O)C([Cl:26])=O.C1(C)C=CC=CC=1. Product: [CH2:1]([O:4][C:5]([O:7][CH2:8][C:9]1[CH:17]=[CH:16][CH:15]=[CH:14][C:10]=1[C:11]([Cl:26])=[O:12])=[O:6])[CH:2]=[CH2:3]. The catalyst class is: 4. (5) Reactant: C([O:4][CH2:5][C:6]([N:8]1[CH2:13][CH2:12][N:11]([CH2:14][C:15]2[CH:16]=[N:17][C:18]([C:21]3[S:29][C:28]4[C:23](=[N:24][CH:25]=[CH:26][C:27]=4[O:30][C:31]4[CH:36]=[CH:35][C:34]([NH:37][C:38]([NH:40][CH:41]5[CH2:43][CH2:42]5)=[O:39])=[CH:33][C:32]=4[F:44])[CH:22]=3)=[CH:19][CH:20]=2)[C@H:10]([CH3:45])[CH2:9]1)=[O:7])(=O)C.[OH-].[Na+]. Product: [CH:41]1([NH:40][C:38]([NH:37][C:34]2[CH:35]=[CH:36][C:31]([O:30][C:27]3[CH:26]=[CH:25][N:24]=[C:23]4[CH:22]=[C:21]([C:18]5[CH:19]=[CH:20][C:15]([CH2:14][N:11]6[CH2:12][CH2:13][N:8]([C:6](=[O:7])[CH2:5][OH:4])[CH2:9][C@H:10]6[CH3:45])=[CH:16][N:17]=5)[S:29][C:28]=34)=[C:32]([F:44])[CH:33]=2)=[O:39])[CH2:42][CH2:43]1. The catalyst class is: 92.